From a dataset of Full USPTO retrosynthesis dataset with 1.9M reactions from patents (1976-2016). Predict the reactants needed to synthesize the given product. (1) Given the product [OH:25][CH:23]1[CH2:24][N:21]([C:10]([C:9]2[CH:13]=[C:5]([S:2]([CH3:1])(=[O:3])=[O:4])[CH:6]=[CH:7][C:8]=2[O:14][C@H:15]([CH3:20])[C:16]([F:19])([F:18])[F:17])=[O:12])[CH2:22]1, predict the reactants needed to synthesize it. The reactants are: [CH3:1][S:2]([C:5]1[CH:6]=[CH:7][C:8]([O:14][C@H:15]([CH3:20])[C:16]([F:19])([F:18])[F:17])=[C:9]([CH:13]=1)[C:10]([OH:12])=O)(=[O:4])=[O:3].[N:21]1[CH2:24][CH:23]([OH:25])[CH:22]=1. (2) Given the product [Cl:1][C:2]1[C:3]([C:12]([F:15])([F:13])[F:14])=[C:4]([C:8]([F:11])=[CH:9][CH:10]=1)[C:5]#[N:6], predict the reactants needed to synthesize it. The reactants are: [Cl:1][C:2]1[C:3]([C:12]([F:15])([F:14])[F:13])=[C:4]([C:8]([F:11])=[CH:9][CH:10]=1)[CH:5]=[N:6]O. (3) Given the product [Cl:1][C:2]1[CH:23]=[C:22]([C:24]([F:27])([F:25])[F:26])[CH:21]=[CH:20][C:3]=1[CH2:4][N:5]1[C:9]([CH2:10][CH2:11][C:12]([O:14][CH2:15][CH3:16])=[O:13])=[CH:8][C:7]([CH:17]([CH3:18])[CH3:19])=[N:6]1, predict the reactants needed to synthesize it. The reactants are: [Cl:1][C:2]1[CH:23]=[C:22]([C:24]([F:27])([F:26])[F:25])[CH:21]=[CH:20][C:3]=1[CH2:4][N:5]1[C:9](/[CH:10]=[CH:11]/[C:12]([O:14][CH2:15][CH3:16])=[O:13])=[CH:8][C:7]([CH:17]([CH3:19])[CH3:18])=[N:6]1. (4) Given the product [CH:1]1([C:6]2[C:7]3[CH:14]=[CH:13][NH:12][C:8]=3[N:9]=[CH:10][N:11]=2)[CH2:2][CH2:3][CH2:4][CH2:5]1, predict the reactants needed to synthesize it. The reactants are: [C:1]1([C:6]2[C:7]3[CH:14]=[CH:13][NH:12][C:8]=3[N:9]=[CH:10][N:11]=2)[CH2:5][CH2:4][CH2:3][CH:2]=1. (5) Given the product [F:1][C:2]([F:7])([F:6])[C:3]([OH:5])=[O:4].[CH2:8]([S:10]([N:13]1[CH2:18][CH2:17][CH:16]([C:19]2[C:27]3[C:22](=[C:23]([C:42]([NH2:44])=[O:43])[CH:24]=[C:25]([C:28]4[CH:33]=[CH:32][CH:31]=[C:30]([CH2:34][NH:35][CH2:36][C@@H:37]5[CH2:41][CH2:40][CH2:39][O:4]5)[CH:29]=4)[CH:26]=3)[NH:21][CH:20]=2)[CH2:15][CH2:14]1)(=[O:11])=[O:12])[CH3:9], predict the reactants needed to synthesize it. The reactants are: [F:1][C:2]([F:7])([F:6])[C:3]([OH:5])=[O:4].[CH2:8]([S:10]([N:13]1[CH2:18][CH2:17][CH:16]([C:19]2[C:27]3[C:22](=[C:23]([C:42]([NH2:44])=[O:43])[CH:24]=[C:25]([C:28]4[CH:33]=[CH:32][CH:31]=[C:30]([CH2:34][NH:35][CH2:36][C:37]5S[CH:39]=[CH:40][CH:41]=5)[CH:29]=4)[CH:26]=3)[NH:21][CH:20]=2)[CH2:15][CH2:14]1)(=[O:12])=[O:11])[CH3:9].S1C=CC=C1CN. (6) Given the product [NH2:1][C:4]1[CH:5]=[CH:6][C:7]([C:13]([O:15][CH3:16])=[O:14])=[C:8]2[C:12]=1[O:11][CH2:10][CH2:9]2, predict the reactants needed to synthesize it. The reactants are: [N+:1]([C:4]1[CH:5]=[CH:6][C:7]([C:13]([O:15][CH3:16])=[O:14])=[C:8]2[C:12]=1[O:11][CH:10]=[CH:9]2)([O-])=O. (7) Given the product [CH3:1][O:2][CH:3]1[CH2:8][CH2:7][CH:6]([OH:9])[CH2:5][CH2:4]1, predict the reactants needed to synthesize it. The reactants are: [CH3:1][O:2][C:3]1[CH:8]=[CH:7][C:6]([OH:9])=[CH:5][CH:4]=1.[H][H]. (8) Given the product [CH2:13]([C:11]1[CH:10]=[CH:9][CH:8]=[C:7]([N:29]2[CH2:30][C@@H:31]([OH:32])[C@H:27]([OH:26])[CH2:28]2)[N:12]=1)[C:14]1[CH:19]=[CH:18][CH:17]=[CH:16][CH:15]=1, predict the reactants needed to synthesize it. The reactants are: FC(F)(F)S(O[C:7]1[N:12]=[C:11]([CH2:13][C:14]2[CH:19]=[CH:18][CH:17]=[CH:16][CH:15]=2)[CH:10]=[CH:9][CH:8]=1)(=O)=O.C(O)(=O)C.[OH:26][C@H:27]1[C@H:31]([OH:32])[CH2:30][NH:29][CH2:28]1.C(O)(=O)[C@H]([C@@H](C(O)=O)O)O.C1CCN2C(=NCCC2)CC1. (9) Given the product [C:38]([O:42][C:43](=[O:49])[N:44]([CH2:46][CH2:47][N:35]1[CH:34]=[C:33]([Br:32])[CH:37]=[N:36]1)[CH3:45])([CH3:41])([CH3:40])[CH3:39], predict the reactants needed to synthesize it. The reactants are: CCOC(/N=N/C(OCC)=O)=O.C1(P(C2C=CC=CC=2)C2C=CC=CC=2)C=CC=CC=1.[Br:32][C:33]1[CH:34]=[N:35][NH:36][CH:37]=1.[C:38]([O:42][C:43](=[O:49])[N:44]([CH2:46][CH2:47]O)[CH3:45])([CH3:41])([CH3:40])[CH3:39].